Dataset: TCR-epitope binding with 47,182 pairs between 192 epitopes and 23,139 TCRs. Task: Binary Classification. Given a T-cell receptor sequence (or CDR3 region) and an epitope sequence, predict whether binding occurs between them. (1) The epitope is LQPFPQPELPYPQPQ. The TCR CDR3 sequence is CASSQGGPNFGYGYTF. Result: 0 (the TCR does not bind to the epitope). (2) The TCR CDR3 sequence is CASSQDSGSAGNTIYF. The epitope is SEVGPEHSLAEY. Result: 1 (the TCR binds to the epitope). (3) Result: 0 (the TCR does not bind to the epitope). The epitope is NEGVKAAW. The TCR CDR3 sequence is CASSQQETQYF. (4) The epitope is EIYKRWII. The TCR CDR3 sequence is CTSSHRASGGDTQYF. Result: 0 (the TCR does not bind to the epitope). (5) The epitope is RLDKVEAEV. The TCR CDR3 sequence is CASSSPGLAETQYF. Result: 0 (the TCR does not bind to the epitope). (6) The epitope is NLWNTFTRL. The TCR CDR3 sequence is CASSSFFTGGSNQPQHF. Result: 0 (the TCR does not bind to the epitope).